From a dataset of Reaction yield outcomes from USPTO patents with 853,638 reactions. Predict the reaction yield, written as a fraction of the theoretical maximum amount of product (1.0 means a 100% yield; for example, 0.34 means a 34% yield). The reactants are [CH3:1][C:2]1[C:3]([C:16]2[CH2:20][CH2:19][C:18](=[O:21])[CH:17]=2)=[CH:4][C:5]2[C:6]([CH3:15])([CH3:14])[CH2:7][CH2:8][C:9]([CH3:13])([CH3:12])[C:10]=2[CH:11]=1.O.O.O.O.O.O.O.[Cl-].[Ce+3].[Cl-].[Cl-].[BH4-].[Na+].Cl. The catalyst is CO.[Cl-].[Na+].O.C(OCC)C. The product is [CH3:1][C:2]1[C:3]([C:16]2[CH2:20][CH2:19][CH:18]([OH:21])[CH:17]=2)=[CH:4][C:5]2[C:6]([CH3:15])([CH3:14])[CH2:7][CH2:8][C:9]([CH3:12])([CH3:13])[C:10]=2[CH:11]=1. The yield is 0.630.